This data is from Full USPTO retrosynthesis dataset with 1.9M reactions from patents (1976-2016). The task is: Predict the reactants needed to synthesize the given product. Given the product [CH2:15]([NH:14][C:11]1[CH:10]=[C:5]([C:6]([OH:8])=[O:7])[C:4](=[CH:13][CH:12]=1)[C:3]([OH:22])=[O:2])[C:16]1[CH:21]=[CH:20][CH:19]=[CH:18][CH:17]=1, predict the reactants needed to synthesize it. The reactants are: C[O:2][C:3](=[O:22])[C:4]1[C:5](=[CH:10][C:11]([NH:14][CH2:15][C:16]2[CH:21]=[CH:20][CH:19]=[CH:18][CH:17]=2)=[CH:12][CH:13]=1)[C:6]([O:8]C)=[O:7].[OH-].[Na+].